Dataset: Full USPTO retrosynthesis dataset with 1.9M reactions from patents (1976-2016). Task: Predict the reactants needed to synthesize the given product. (1) Given the product [C:9]1([NH:13][C:14](=[O:23])[C:15]2[CH:20]=[CH:19][C:18]([O:21][CH3:22])=[CH:17][CH:16]=2)[CH2:12][CH2:11][CH:10]=1, predict the reactants needed to synthesize it. The reactants are: CC([O-])(C)C.[Na+].C([C:9]1([NH:13][C:14](=[O:23])[C:15]2[CH:20]=[CH:19][C:18]([O:21][CH3:22])=[CH:17][CH:16]=2)[CH2:12][CH2:11][CH2:10]1)#N.C(OC)(C)(C)C.C([O-])(O)=O.[Na+]. (2) Given the product [CH3:1][NH:2][CH2:5][CH2:4][C:3]([O:7][CH2:8][CH3:9])=[O:6], predict the reactants needed to synthesize it. The reactants are: [CH3:1][NH2:2].[C:3]([O:7][CH2:8][CH3:9])(=[O:6])[CH:4]=[CH2:5]. (3) The reactants are: [OH:1][C:2]1[CH:3]=[C:4]([CH:9]=[C:10]([OH:13])[C:11]=1[OH:12])[C:5]([O:7][CH3:8])=[O:6].C([O-])([O-])=O.[K+].[K+].[CH2:20]([CH:22]([CH2:25][CH2:26][CH2:27][CH3:28])[CH2:23]Br)[CH3:21].O. Given the product [CH2:20]([CH:22]([CH2:25][CH2:26][CH2:27][CH3:28])[CH2:23][O:1][C:2]1[CH:3]=[C:4]([CH:9]=[C:10]([O:13][CH2:23][CH:22]([CH2:20][CH3:21])[CH2:25][CH2:26][CH2:27][CH3:28])[C:11]=1[O:12][CH2:23][CH:22]([CH2:20][CH3:21])[CH2:25][CH2:26][CH2:27][CH3:28])[C:5]([O:7][CH3:8])=[O:6])[CH3:21], predict the reactants needed to synthesize it. (4) The reactants are: [CH2:1]([O:8][C@H:9]1[C@H:14]([O:15][CH2:16]C2C=CC=CC=2)[C@@H:13]([O:23][CH2:24]C2C=CC=CC=2)[C@@:12]([C:33]2[CH:38]=[CH:37][C:36]([Cl:39])=[C:35]([CH2:40][C:41]3[CH:46]=[CH:45][C:44]([O:47][CH2:48][C:49]([F:52])([F:51])[F:50])=[CH:43][CH:42]=3)[CH:34]=2)(OC)[O:11][C:10]1([CH2:55][OH:56])[CH2:53][OH:54])C1C=CC=CC=1.F[C:58](F)(F)[C:59](O)=O. Given the product [CH2:1]([O:8][C@H:9]1[C@H:14]([O:15][CH2:16][C:41]2[CH:46]=[CH:45][CH:44]=[CH:43][CH:42]=2)[C@@H:13]([O:23][CH2:24][C:59]2[CH:58]=[CH:14][CH:9]=[CH:10][CH:53]=2)[C@:12]2([C:33]3[CH:38]=[CH:37][C:36]([Cl:39])=[C:35]([CH2:40][C:41]4[CH:42]=[CH:43][C:44]([O:47][CH2:48][C:49]([F:50])([F:52])[F:51])=[CH:45][CH:46]=4)[CH:34]=3)[O:11][C@@:10]1([CH2:55][OH:56])[CH2:53][O:54]2)[C:33]1[CH:38]=[CH:37][CH:36]=[CH:35][CH:34]=1, predict the reactants needed to synthesize it. (5) Given the product [Cl:1][C:2]1[N:3]=[CH:4][C:5]2[C:10]([CH:11]=1)=[CH:9][CH:8]=[CH:7][C:6]=2[CH2:12][OH:13], predict the reactants needed to synthesize it. The reactants are: [Cl:1][C:2]1[N:3]=[CH:4][C:5]2[C:10]([CH:11]=1)=[CH:9][CH:8]=[CH:7][C:6]=2[C:12](O)=[O:13].B.C1COCC1.[OH-].[Na+].